From a dataset of Full USPTO retrosynthesis dataset with 1.9M reactions from patents (1976-2016). Predict the reactants needed to synthesize the given product. (1) Given the product [CH2:33]([O:37][C:38]1[N:46]=[C:45]2[C:41]([N:42]=[C:43]([O:47][CH3:48])[N:44]2[CH2:51][CH2:52][CH2:53][CH:54]2[CH2:58][CH2:57][CH2:56][O:55]2)=[C:40]([NH2:49])[N:39]=1)[CH2:34][CH2:35][CH3:36], predict the reactants needed to synthesize it. The reactants are: C(NC1N=C2C(N=C(OC)N2CCCC2CCOC2)=C(N)N=1)CCC.FC(F)(F)C(O)=O.[CH2:33]([O:37][C:38]1[NH:39][C:40]([NH2:49])=[C:41]2[C:45]([N:46]=1)=[N:44][C:43]([O:47][CH3:48])=[N:42]2)[CH2:34][CH2:35][CH3:36].Br[CH2:51][CH2:52][CH2:53][CH:54]1[CH2:58][CH2:57][CH2:56][O:55]1. (2) Given the product [F:17][C:2]([F:1])([F:16])[C:3]1[CH:4]=[C:5]([CH:9]=[C:10]([C:12]([F:15])([F:13])[F:14])[CH:11]=1)[C:6]([S:8][CH3:18])=[NH:7], predict the reactants needed to synthesize it. The reactants are: [F:1][C:2]([F:17])([F:16])[C:3]1[CH:4]=[C:5]([CH:9]=[C:10]([C:12]([F:15])([F:14])[F:13])[CH:11]=1)[C:6](=[S:8])[NH2:7].[CH3:18]I. (3) Given the product [F:29][C@H:30]1[C@@H:35]([S:36][CH3:37])[CH2:34][CH2:33][N:32]([C:2]2[N:7]=[C:6]([NH:8][C:9]3[N:14]=[CH:13][C:12]4[N:15]=[C:16]([CH2:21][O:22][CH:23]5[CH2:28][CH2:27][CH2:26][CH2:25][O:24]5)[N:17]([CH:18]([CH3:19])[CH3:20])[C:11]=4[CH:10]=3)[CH:5]=[CH:4][N:3]=2)[CH2:31]1, predict the reactants needed to synthesize it. The reactants are: Cl[C:2]1[N:7]=[C:6]([NH:8][C:9]2[N:14]=[CH:13][C:12]3[N:15]=[C:16]([CH2:21][O:22][CH:23]4[CH2:28][CH2:27][CH2:26][CH2:25][O:24]4)[N:17]([CH:18]([CH3:20])[CH3:19])[C:11]=3[CH:10]=2)[CH:5]=[CH:4][N:3]=1.[F:29][C@H:30]1[C@@H:35]([S:36][CH3:37])[CH2:34][CH2:33][NH:32][CH2:31]1.C(N(CC)C(C)C)(C)C. (4) The reactants are: [Br:1][C:2]1[CH:11]=[CH:10][C:5]2[NH:6][C:7]([CH3:9])=[N:8][C:4]=2[CH:3]=1.[CH3:12][C:13]([O:16][C:17](O[C:17]([O:16][C:13]([CH3:15])([CH3:14])[CH3:12])=[O:18])=[O:18])([CH3:15])[CH3:14]. Given the product [Br:1][C:2]1[CH:11]=[CH:10][C:5]2[N:6]([C:17]([O:16][C:13]([CH3:15])([CH3:14])[CH3:12])=[O:18])[C:7]([CH3:9])=[N:8][C:4]=2[CH:3]=1, predict the reactants needed to synthesize it. (5) Given the product [F:1][C:2]([F:17])([F:18])[C:3]([C:13]([F:15])([F:14])[F:16])([O:12][C:19](=[O:21])[CH3:20])[CH2:4][C:5]1[CH:6]2[CH2:11][CH:9]([CH:10]=1)[CH2:8][CH2:7]2, predict the reactants needed to synthesize it. The reactants are: [F:1][C:2]([F:18])([F:17])[C:3]([C:13]([F:16])([F:15])[F:14])([OH:12])[CH2:4][C:5]1[CH:6]2[CH2:11][CH:9]([CH:10]=1)[CH2:8][CH2:7]2.[C:19](Cl)(=[O:21])[CH3:20]. (6) Given the product [Cl:1][C:2]1[N:3]=[CH:4][C:5]2[NH:10][CH:9]=[C:8]([I:16])[C:6]=2[N:7]=1, predict the reactants needed to synthesize it. The reactants are: [Cl:1][C:2]1[N:3]=[CH:4][C:5]2[NH:10][CH:9]=[CH:8][C:6]=2[N:7]=1.C(=O)(O)[O-].[Na+].[I-:16].[K+].II. (7) Given the product [CH3:21][C:5]1[C:6]([C:8]([N:10]2[CH2:15][CH2:14][CH:13]([N:16]3[CH2:20][CH2:19][CH2:18][CH2:17]3)[CH2:12][CH2:11]2)=[O:9])=[N:7][C:2]([C:37]2[CH:42]=[N:41][CH:40]=[CH:39][N:38]=2)=[C:3]([C:22]2[CH:27]=[CH:26][CH:25]=[C:24]([C:28]([F:31])([F:30])[F:29])[CH:23]=2)[CH:4]=1, predict the reactants needed to synthesize it. The reactants are: Cl[C:2]1[N:7]=[C:6]([C:8]([N:10]2[CH2:15][CH2:14][CH:13]([N:16]3[CH2:20][CH2:19][CH2:18][CH2:17]3)[CH2:12][CH2:11]2)=[O:9])[C:5]([CH3:21])=[CH:4][C:3]=1[C:22]1[CH:27]=[CH:26][CH:25]=[C:24]([C:28]([F:31])([F:30])[F:29])[CH:23]=1.C([Sn](CCCC)(CCCC)[C:37]1[CH:42]=[N:41][CH:40]=[CH:39][N:38]=1)CCC. (8) The reactants are: [CH:1]12[CH2:7][CH:4]([CH2:5][CH2:6]1)[CH2:3][CH:2]2[C:8]([F:17])([F:16])[C:9]([F:15])([F:14])[S:10]([O-:13])(=[O:12])=[O:11].[Na+].CS([O-])(=O)=O.[CH:24]1[C:33]2[C:28](=[CH:29][CH:30]=[CH:31][CH:32]=2)[CH:27]=[CH:26][C:25]=1[S+:34]1[CH2:38][CH2:37][CH2:36][CH2:35]1.[SH3+]. Given the product [CH:1]12[CH2:7][CH:4]([CH2:5][CH2:6]1)[CH2:3][CH:2]2[C:8]([F:17])([F:16])[C:9]([F:14])([F:15])[S:10]([O-:13])(=[O:11])=[O:12].[CH:24]1[C:33]2[C:28](=[CH:29][CH:30]=[CH:31][CH:32]=2)[CH:27]=[CH:26][C:25]=1[S+:34]1[CH2:38][CH2:37][CH2:36][CH2:35]1, predict the reactants needed to synthesize it. (9) Given the product [Cl:1][CH2:2][CH2:3][CH2:4][N:5]1[C:13]2[C:8](=[CH:9][CH:10]=[CH:11][C:12]=2[O:14][CH:15]([CH3:17])[CH3:16])[C:7]([C:27]([NH:26][CH2:25][C:22]2[CH:23]=[CH:24][C:19]([Cl:18])=[C:20]([Cl:29])[CH:21]=2)=[O:28])=[CH:6]1, predict the reactants needed to synthesize it. The reactants are: [Cl:1][CH2:2][CH2:3][CH2:4][N:5]1[C:13]2[C:8](=[CH:9][CH:10]=[CH:11][C:12]=2[O:14][CH:15]([CH3:17])[CH3:16])[CH:7]=[CH:6]1.[Cl:18][C:19]1[CH:24]=[CH:23][C:22]([CH2:25][N:26]=[C:27]=[O:28])=[CH:21][C:20]=1[Cl:29]. (10) Given the product [ClH:25].[NH2:16][C:17]1([C:23]([NH:1][C:2]2[C:6]3[CH:7]=[C:8]([Br:11])[CH:9]=[CH:10][C:5]=3[O:4][C:3]=2[C:12]([NH2:14])=[O:13])=[O:24])[CH2:22][CH2:21][CH2:20][CH2:19][CH2:18]1, predict the reactants needed to synthesize it. The reactants are: [NH2:1][C:2]1[C:6]2[CH:7]=[C:8]([Br:11])[CH:9]=[CH:10][C:5]=2[O:4][C:3]=1[C:12]([NH2:14])=[O:13].Cl.[NH2:16][C:17]1([C:23]([Cl:25])=[O:24])[CH2:22][CH2:21][CH2:20][CH2:19][CH2:18]1.